From a dataset of Peptide-MHC class II binding affinity with 134,281 pairs from IEDB. Regression. Given a peptide amino acid sequence and an MHC pseudo amino acid sequence, predict their binding affinity value. This is MHC class II binding data. (1) The peptide sequence is STVLGFAALAAAAAF. The MHC is HLA-DQA10102-DQB10602 with pseudo-sequence HLA-DQA10102-DQB10602. The binding affinity (normalized) is 0.189. (2) The peptide sequence is YLEDARRLKAIYEKKK. The MHC is DRB1_0802 with pseudo-sequence DRB1_0802. The binding affinity (normalized) is 0.222. (3) The peptide sequence is TTSVIPAARLFKAFI. The MHC is DRB1_0701 with pseudo-sequence DRB1_0701. The binding affinity (normalized) is 0.652. (4) The peptide sequence is AGSYAADLGYGPATP. The MHC is DRB1_0802 with pseudo-sequence DRB1_0802. The binding affinity (normalized) is 0.113. (5) The peptide sequence is SGTVDFDEFMEMMTG. The MHC is DRB1_0901 with pseudo-sequence DRB1_0901. The binding affinity (normalized) is 0.133. (6) The MHC is HLA-DQA10201-DQB10303 with pseudo-sequence HLA-DQA10201-DQB10303. The peptide sequence is CYNAVLTHVKINDKC. The binding affinity (normalized) is 0.